This data is from Reaction yield outcomes from USPTO patents with 853,638 reactions. The task is: Predict the reaction yield, written as a fraction of the theoretical maximum amount of product (1.0 means a 100% yield; for example, 0.34 means a 34% yield). (1) The reactants are Cl[C:2]1[C:7]([S:8]([CH3:11])(=[O:10])=[O:9])=[CH:6][N:5]=[C:4]2[N:12]([Si](C(C)C)(C(C)C)C(C)C)[CH:13]=[CH:14][C:3]=12.[CH:25]1([NH2:31])[CH2:30][CH2:29][CH2:28][CH2:27][CH2:26]1.C(N(CC)C(C)C)(C)C. The catalyst is O. The product is [CH:25]1([NH:31][C:2]2[C:3]3[CH:14]=[CH:13][NH:12][C:4]=3[N:5]=[CH:6][C:7]=2[S:8]([CH3:11])(=[O:9])=[O:10])[CH2:30][CH2:29][CH2:28][CH2:27][CH2:26]1. The yield is 0.150. (2) The reactants are Cl[C:2]1[C:7]([O:8][CH2:9][CH2:10][O:11][C:12]2[CH:17]=[CH:16][CH:15]=[CH:14][CH:13]=2)=[N:6][CH:5]=[CH:4][N:3]=1.C([N:25]1[CH2:30][CH2:29][CH:28]([OH:31])[CH2:27][CH2:26]1)(OC(C)(C)C)=O. No catalyst specified. The product is [NH:25]1[CH2:30][CH2:29][CH:28]([O:31][C:2]2[C:7]([O:8][CH2:9][CH2:10][O:11][C:12]3[CH:17]=[CH:16][CH:15]=[CH:14][CH:13]=3)=[N:6][CH:5]=[CH:4][N:3]=2)[CH2:27][CH2:26]1. The yield is 0.350. (3) The reactants are [F:1][C:2]([F:7])([F:6])[C:3]([OH:5])=[O:4].[F:8][C:9]([F:14])([F:13])[C:10]([OH:12])=[O:11].[Cl:15][C:16]1[CH:17]=[N:18][C:19]2[NH:20][C:21]3[CH:22]=[N:23][CH:24]=[C:25]([CH:47]=3)[CH2:26][CH2:27][C:28]3[CH:36]=[C:32]([NH:33][C:34]=1[N:35]=2)[CH:31]=[CH:30][C:29]=3[NH:37][C:38](=[O:46])[CH2:39][CH:40]1[CH2:45][CH2:44][NH:43][CH2:42][CH2:41]1.[C:48](Cl)(=[O:55])[C:49]1[CH:54]=[CH:53][CH:52]=[N:51][CH:50]=1. No catalyst specified. The product is [F:1][C:2]([F:7])([F:6])[C:3]([OH:5])=[O:4].[F:8][C:9]([F:14])([F:13])[C:10]([OH:12])=[O:11].[F:1][C:2]([F:7])([F:6])[C:3]([OH:5])=[O:4].[Cl:15][C:16]1[CH:17]=[N:18][C:19]2[NH:20][C:21]3[CH:22]=[N:23][CH:24]=[C:25]([CH:47]=3)[CH2:26][CH2:27][C:28]3[CH:36]=[C:32]([NH:33][C:34]=1[N:35]=2)[CH:31]=[CH:30][C:29]=3[NH:37][C:38](=[O:46])[CH2:39][CH:40]1[CH2:45][CH2:44][N:43]([C:48]([C:49]2[CH:50]=[N:51][CH:52]=[CH:53][CH:54]=2)=[O:55])[CH2:42][CH2:41]1. The yield is 0.370. (4) The product is [F:9][C:7]1([F:10])[O:6][C:5]2[CH:11]=[CH:12][C:2]([C:14]3[CH:19]=[CH:18][C:17]([NH:20][C:21](=[O:22])[O:23][C:24]([CH3:25])([CH3:26])[CH3:27])=[C:16]([F:28])[CH:15]=3)=[CH:3][C:4]=2[O:8]1. The yield is 0.540. The reactants are Br[C:2]1[CH:12]=[CH:11][C:5]2[O:6][C:7]([F:10])([F:9])[O:8][C:4]=2[CH:3]=1.B(O)(O)[C:14]1[CH:19]=[CH:18][C:17]([NH:20][C:21]([O:23][C:24]([CH3:27])([CH3:26])[CH3:25])=[O:22])=[C:16]([F:28])[CH:15]=1.C(=O)([O-])[O-].[Na+].[Na+]. The catalyst is O1CCOCC1. (5) The reactants are [OH:1][CH2:2][C:3]1[C:4]([C:8]2[CH:15]=[CH:14][C:11]([C:12]#[N:13])=[CH:10][CH:9]=2)=[N:5][S:6][N:7]=1. The catalyst is ClCCl.O=[Mn]=O. The product is [CH:2]([C:3]1[C:4]([C:8]2[CH:15]=[CH:14][C:11]([C:12]#[N:13])=[CH:10][CH:9]=2)=[N:5][S:6][N:7]=1)=[O:1]. The yield is 0.500. (6) The catalyst is ClCCl. The yield is 0.150. The reactants are [NH2:1][C:2]1[CH:7]=[C:6]([C:8]2[CH:13]=[C:12]([C:14]([F:17])([F:16])[F:15])[CH:11]=[CH:10][C:9]=2[S:18][C:19]2[C:24]([Cl:25])=[CH:23][C:22]([S:26]([N:29](CC3C=CC(OC)=CC=3OC)[C:30]3[S:31][CH:32]=[N:33][N:34]=3)(=[O:28])=[O:27])=[C:21]([F:46])[CH:20]=2)[CH:5]=[CH:4][N:3]=1.FC(F)(F)C(O)=O. The product is [ClH:25].[NH2:1][C:2]1[CH:7]=[C:6]([C:8]2[CH:13]=[C:12]([C:14]([F:15])([F:16])[F:17])[CH:11]=[CH:10][C:9]=2[S:18][C:19]2[C:24]([Cl:25])=[CH:23][C:22]([S:26]([NH:29][C:30]3[S:31][CH:32]=[N:33][N:34]=3)(=[O:28])=[O:27])=[C:21]([F:46])[CH:20]=2)[CH:5]=[CH:4][N:3]=1. (7) The reactants are [NH2:1][C:2]1[CH:3]=[C:4]([CH2:8][OH:9])[CH:5]=[CH:6][CH:7]=1.[C:10]([Si:14](Cl)([CH3:16])[CH3:15])([CH3:13])([CH3:12])[CH3:11].CN(C=O)C.C(N(CC)CC)C. The catalyst is CN(C1C=CN=CC=1)C.O. The product is [Si:14]([O:9][CH2:8][C:4]1[CH:3]=[C:2]([CH:7]=[CH:6][CH:5]=1)[NH2:1])([C:10]([CH3:13])([CH3:12])[CH3:11])([CH3:16])[CH3:15]. The yield is 0.930.